Dataset: Full USPTO retrosynthesis dataset with 1.9M reactions from patents (1976-2016). Task: Predict the reactants needed to synthesize the given product. (1) Given the product [Cl:1][C:2]1[CH:7]=[CH:6][C:5]([C:8]2[C:12]3[CH:13]=[CH:14][C:15]([C:17]#[C:18][CH2:19][CH2:20][CH2:21][N:29]([CH2:30][CH3:31])[CH2:27][CH3:28])=[CH:16][C:11]=3[S:10][N:9]=2)=[CH:4][CH:3]=1, predict the reactants needed to synthesize it. The reactants are: [Cl:1][C:2]1[CH:7]=[CH:6][C:5]([C:8]2[C:12]3[CH:13]=[CH:14][C:15]([C:17]#[C:18][CH2:19][CH2:20][CH2:21]OS(C)(=O)=O)=[CH:16][C:11]=3[S:10][N:9]=2)=[CH:4][CH:3]=1.[CH2:27]([NH:29][CH2:30][CH3:31])[CH3:28]. (2) The reactants are: [Br:1][C:2]1[CH:3]=[CH:4][C:5]([N+:10]([O-])=O)=[C:6]([O:8][CH3:9])[CH:7]=1.Br[C:14]1C=CC(OC)=C2[C:15]=1C=CN2. Given the product [Br:1][C:2]1[CH:3]=[C:4]2[C:5](=[C:6]([O:8][CH3:9])[CH:7]=1)[NH:10][CH:15]=[CH:14]2, predict the reactants needed to synthesize it. (3) Given the product [CH:1]1([C:7]2[C:15]3[C:10](=[CH:11][C:12]([C:16]([O:18][CH3:19])=[O:17])=[CH:13][CH:14]=3)[NH:9][C:8]=2[C:20]2[CH:25]=[CH:24][CH:23]=[CH:22][N:21]=2)[CH2:6][CH2:5][CH2:4][CH2:3][CH2:2]1, predict the reactants needed to synthesize it. The reactants are: [CH:1]1([C:7]2[C:15]3[C:10](=[CH:11][C:12]([C:16]([O:18][CH3:19])=[O:17])=[CH:13][CH:14]=3)[NH:9][C:8]=2[C:20]2[CH:25]=[CH:24][CH:23]=[CH:22][N:21]=2)[CH2:6][CH2:5][CH2:4][CH:3]=[CH:2]1. (4) Given the product [CH2:1]([N:5]([CH2:30][C:29]1[CH:32]=[CH:33][CH:34]=[CH:35][C:28]=1[C:27]([F:26])([F:36])[F:37])[S:6]([C:9]1[CH:10]=[CH:11][C:12]([CH:15]=[C:16]2[CH2:21][CH2:20][N:19]([S:22]([CH3:25])(=[O:23])=[O:24])[CH2:18][CH2:17]2)=[CH:13][CH:14]=1)(=[O:8])=[O:7])[CH:2]([CH3:3])[CH3:4], predict the reactants needed to synthesize it. The reactants are: [CH2:1]([NH:5][S:6]([C:9]1[CH:14]=[CH:13][C:12]([CH:15]=[C:16]2[CH2:21][CH2:20][N:19]([S:22]([CH3:25])(=[O:24])=[O:23])[CH2:18][CH2:17]2)=[CH:11][CH:10]=1)(=[O:8])=[O:7])[CH:2]([CH3:4])[CH3:3].[F:26][C:27]([F:37])([F:36])[C:28]1[CH:35]=[CH:34][CH:33]=[CH:32][C:29]=1[CH2:30]Br.C([O-])([O-])=O.[K+].[K+]. (5) Given the product [Cl:8][C:7]1[C:2]([N:19]2[CH2:20][CH2:21][N:16]([CH2:9][C:10]3[CH:11]=[CH:12][CH:13]=[CH:14][CH:15]=3)[CH2:17][CH:18]2[CH3:22])=[N:3][CH:4]=[CH:5][N:6]=1, predict the reactants needed to synthesize it. The reactants are: Cl[C:2]1[C:7]([Cl:8])=[N:6][CH:5]=[CH:4][N:3]=1.[CH2:9]([N:16]1[CH2:21][CH2:20][NH:19][CH:18]([CH3:22])[CH2:17]1)[C:10]1[CH:15]=[CH:14][CH:13]=[CH:12][CH:11]=1.C([O-])([O-])=O.[K+].[K+]. (6) Given the product [N:1]1([CH2:6][CH2:7][CH2:8][O:9][C:10]2[CH:15]=[CH:14][C:13]([C:16]3([CH2:22][NH:23][C:31](=[O:33])[CH3:32])[CH2:17][CH2:18][O:19][CH2:20][CH2:21]3)=[CH:12][CH:11]=2)[CH2:5][CH2:4][CH2:3][CH2:2]1, predict the reactants needed to synthesize it. The reactants are: [N:1]1([CH2:6][CH2:7][CH2:8][O:9][C:10]2[CH:15]=[CH:14][C:13]([C:16]3([CH2:22][NH2:23])[CH2:21][CH2:20][O:19][CH2:18][CH2:17]3)=[CH:12][CH:11]=2)[CH2:5][CH2:4][CH2:3][CH2:2]1.C(N(CC)CC)C.[C:31](Cl)(=[O:33])[CH3:32].